This data is from Full USPTO retrosynthesis dataset with 1.9M reactions from patents (1976-2016). The task is: Predict the reactants needed to synthesize the given product. Given the product [F:34][C:35]([F:49])([F:48])[C:36]1[CH:37]=[C:38]([CH:41]=[C:42]([C:44]([F:47])([F:46])[F:45])[CH:43]=1)[CH2:39][N:2]([CH3:1])[C:3](=[O:23])[C:4]1[C:9]([C:10]2[CH:15]=[CH:14][CH:13]=[CH:12][C:11]=2[CH3:16])=[CH:8][C:7]([N:17]2[CH2:22][CH2:21][O:20][CH2:19][CH2:18]2)=[N:6][CH:5]=1, predict the reactants needed to synthesize it. The reactants are: [CH3:1][NH:2][C:3](=[O:23])[C:4]1[C:9]([C:10]2[CH:15]=[CH:14][CH:13]=[CH:12][C:11]=2[CH3:16])=[CH:8][C:7]([N:17]2[CH2:22][CH2:21][O:20][CH2:19][CH2:18]2)=[N:6][CH:5]=1.C[Si](C)(C)[N-][Si](C)(C)C.[K+].[F:34][C:35]([F:49])([F:48])[C:36]1[CH:37]=[C:38]([CH:41]=[C:42]([C:44]([F:47])([F:46])[F:45])[CH:43]=1)[CH2:39]Br.